Dataset: Reaction yield outcomes from USPTO patents with 853,638 reactions. Task: Predict the reaction yield, written as a fraction of the theoretical maximum amount of product (1.0 means a 100% yield; for example, 0.34 means a 34% yield). (1) The reactants are [Cl:1][C:2]1[CH:7]=[C:6](Cl)[N:5]2[N:9]=[C:10]([C:12]3[O:13][CH:14]=[CH:15][CH:16]=3)[CH:11]=[C:4]2[N:3]=1.[NH:17]1[CH2:22][CH2:21][O:20][CH2:19][CH2:18]1. The catalyst is O1CCOCC1. The product is [Cl:1][C:2]1[CH:7]=[C:6]([N:17]2[CH2:22][CH2:21][O:20][CH2:19][CH2:18]2)[N:5]2[N:9]=[C:10]([C:12]3[O:13][CH:14]=[CH:15][CH:16]=3)[CH:11]=[C:4]2[N:3]=1. The yield is 0.930. (2) The reactants are [F:1][C:2]1[CH:3]=[C:4]2[C:9](=[C:10]([C:12]([OH:14])=O)[CH:11]=1)[NH:8][CH:7]([C:15]1[CH:20]=[CH:19][CH:18]=[C:17]([N:21]3[CH2:26][CH2:25][N:24]([C:27]4[CH:32]=[CH:31][CH:30]=[CH:29][C:28]=4[F:33])[CH2:23][CH2:22]3)[CH:16]=1)[CH2:6][C:5]2([CH3:35])[CH3:34].[CH3:36][S:37]([NH2:40])(=[O:39])=[O:38]. The catalyst is CN(C)C1C=CN=CC=1.ClCCl. The product is [F:1][C:2]1[CH:3]=[C:4]2[C:9](=[C:10]([C:12]([NH:40][S:37]([CH3:36])(=[O:39])=[O:38])=[O:14])[CH:11]=1)[NH:8][CH:7]([C:15]1[CH:20]=[CH:19][CH:18]=[C:17]([N:21]3[CH2:22][CH2:23][N:24]([C:27]4[CH:32]=[CH:31][CH:30]=[CH:29][C:28]=4[F:33])[CH2:25][CH2:26]3)[CH:16]=1)[CH2:6][C:5]2([CH3:35])[CH3:34]. The yield is 0.300. (3) The reactants are Br[CH2:2][CH2:3][CH2:4][O:5][CH2:6][C@H:7]1[CH2:12][CH2:11][C@H:10]([N:13]([CH3:27])[S:14]([C:17]2[CH:22]=[CH:21][C:20]([C:23]([F:26])([F:25])[F:24])=[CH:19][CH:18]=2)(=[O:16])=[O:15])[CH2:9][CH2:8]1.[CH2:28]([CH2:31][NH2:32])[CH:29]=C.[CH3:33]C(N(C)C)=O. No catalyst specified. The product is [CH2:31]([N:32]([CH3:33])[CH2:2][CH2:3][CH2:4][O:5][CH2:6][C@H:7]1[CH2:12][CH2:11][C@H:10]([N:13]([CH3:27])[S:14]([C:17]2[CH:22]=[CH:21][C:20]([C:23]([F:26])([F:25])[F:24])=[CH:19][CH:18]=2)(=[O:16])=[O:15])[CH2:9][CH2:8]1)[CH:28]=[CH2:29]. The yield is 0.640.